The task is: Binary Classification. Given a T-cell receptor sequence (or CDR3 region) and an epitope sequence, predict whether binding occurs between them.. This data is from TCR-epitope binding with 47,182 pairs between 192 epitopes and 23,139 TCRs. (1) The epitope is ILHCANFNV. The TCR CDR3 sequence is CASSLGGAPQHF. Result: 1 (the TCR binds to the epitope). (2) The epitope is TLIGDCATV. The TCR CDR3 sequence is CASSPQSGAYNEQFF. Result: 1 (the TCR binds to the epitope). (3) The epitope is KLWAQCVQL. The TCR CDR3 sequence is CSVGDREGDTQYF. Result: 1 (the TCR binds to the epitope). (4) The epitope is FPPTSFGPL. The TCR CDR3 sequence is CASGLYRAPYEQYF. Result: 1 (the TCR binds to the epitope). (5) The epitope is TVYDPLQPELDSFK. The TCR CDR3 sequence is CSVDPTGGFNYGYTF. Result: 0 (the TCR does not bind to the epitope).